Dataset: NCI-60 drug combinations with 297,098 pairs across 59 cell lines. Task: Regression. Given two drug SMILES strings and cell line genomic features, predict the synergy score measuring deviation from expected non-interaction effect. (1) Drug 1: CN(C)N=NC1=C(NC=N1)C(=O)N. Drug 2: CS(=O)(=O)CCNCC1=CC=C(O1)C2=CC3=C(C=C2)N=CN=C3NC4=CC(=C(C=C4)OCC5=CC(=CC=C5)F)Cl. Cell line: OVCAR3. Synergy scores: CSS=2.20, Synergy_ZIP=-2.94, Synergy_Bliss=-4.13, Synergy_Loewe=-5.68, Synergy_HSA=-4.99. (2) Drug 1: C1CCC(CC1)NC(=O)N(CCCl)N=O. Drug 2: C1=CN(C=N1)CC(O)(P(=O)(O)O)P(=O)(O)O. Cell line: SF-539. Synergy scores: CSS=6.90, Synergy_ZIP=-10.7, Synergy_Bliss=-18.5, Synergy_Loewe=-19.8, Synergy_HSA=-17.4. (3) Drug 1: CC12CCC(CC1=CCC3C2CCC4(C3CC=C4C5=CN=CC=C5)C)O. Drug 2: CC12CCC3C(C1CCC2OP(=O)(O)O)CCC4=C3C=CC(=C4)OC(=O)N(CCCl)CCCl.[Na+]. Cell line: MDA-MB-435. Synergy scores: CSS=21.8, Synergy_ZIP=5.99, Synergy_Bliss=1.36, Synergy_Loewe=-1.50, Synergy_HSA=0.0910. (4) Drug 1: CC1=CC2C(CCC3(C2CCC3(C(=O)C)OC(=O)C)C)C4(C1=CC(=O)CC4)C. Drug 2: C1=CC(=CC=C1CCCC(=O)O)N(CCCl)CCCl. Cell line: NCIH23. Synergy scores: CSS=36.2, Synergy_ZIP=-6.39, Synergy_Bliss=-9.03, Synergy_Loewe=-18.7, Synergy_HSA=-10.9. (5) Drug 2: CC1C(C(CC(O1)OC2CC(CC3=C2C(=C4C(=C3O)C(=O)C5=C(C4=O)C(=CC=C5)OC)O)(C(=O)CO)O)N)O.Cl. Cell line: LOX IMVI. Synergy scores: CSS=61.9, Synergy_ZIP=-2.38, Synergy_Bliss=-3.82, Synergy_Loewe=-0.487, Synergy_HSA=2.21. Drug 1: C1=C(C(=O)NC(=O)N1)F.